Task: Predict the reactants needed to synthesize the given product.. Dataset: Full USPTO retrosynthesis dataset with 1.9M reactions from patents (1976-2016) Given the product [Cl:1][C:2]1[CH:3]=[C:4]([C:5]2[O:7][N:39]=[C:38]([C:40]3[CH:41]=[CH:42][CH:43]=[C:44]4[C:48]=3[NH:47][CH:46]=[CH:45]4)[N:37]=2)[CH:8]=[CH:9][C:10]=1[O:11][CH:12]([CH3:14])[CH3:13], predict the reactants needed to synthesize it. The reactants are: [Cl:1][C:2]1[CH:3]=[C:4]([CH:8]=[CH:9][C:10]=1[O:11][CH:12]([CH3:14])[CH3:13])[C:5]([OH:7])=O.CCN=C=NCCCN(C)C.C1C=CC2N(O)N=NC=2C=1.O[NH:37][C:38]([C:40]1[CH:41]=[CH:42][CH:43]=[C:44]2[C:48]=1[NH:47][CH:46]=[CH:45]2)=[NH:39].CCCC[N+](CCCC)(CCCC)CCCC.[F-].